This data is from Retrosynthesis with 50K atom-mapped reactions and 10 reaction types from USPTO. The task is: Predict the reactants needed to synthesize the given product. (1) Given the product CC(C)OC(=O)N1CCC(Oc2cccc3c2CCN3c2ccc(C#N)cc2)CC1, predict the reactants needed to synthesize it. The reactants are: CC(C)OC(=O)N1CCC(Oc2cccc3c2CCN3c2ccc(I)cc2)CC1.N#C[Cu]. (2) The reactants are: COCCOc1cc(C#N)cc(-c2cn3nc(Cl)ccc3n2)c1. Given the product COCCOc1cc(C#N)cc(-c2cn3ncccc3n2)c1, predict the reactants needed to synthesize it. (3) The reactants are: CN(C)C=O.COCOCc1cc(-c2ccc(C(F)(F)F)cc2)on1. Given the product COCOCc1noc(-c2ccc(C(F)(F)F)cc2)c1C=O, predict the reactants needed to synthesize it. (4) Given the product COc1ccc2nc(NC(=O)N3CCN(c4cc(C)cc(C)c4)CC3)c(OC)nc2c1, predict the reactants needed to synthesize it. The reactants are: CCOC(=O)Nc1nc2ccc(OC)cc2nc1OC.Cc1cc(C)cc(N2CCNCC2)c1. (5) Given the product Cc1ccc(S(=O)(=O)OCC2(C)COC2)cc1, predict the reactants needed to synthesize it. The reactants are: CC1(CO)COC1.Cc1ccc(S(=O)(=O)Cl)cc1. (6) Given the product O=C1CO[C@H](CO)CN1, predict the reactants needed to synthesize it. The reactants are: O=C(CCl)NC[C@H](O)CO.